This data is from Reaction yield outcomes from USPTO patents with 853,638 reactions. The task is: Predict the reaction yield, written as a fraction of the theoretical maximum amount of product (1.0 means a 100% yield; for example, 0.34 means a 34% yield). (1) The reactants are [F:1][C:2]([F:9])([F:8])[C:3]1[CH:7]=[CH:6][NH:5][N:4]=1.Cl[C:11]1[C:16]([Cl:17])=[CH:15][CH:14]=[CH:13][N:12]=1.CN(C)C=O.C(=O)([O-])[O-].[K+].[K+]. The catalyst is O. The product is [Cl:17][C:16]1[C:11]([N:5]2[CH:6]=[CH:7][C:3]([C:2]([F:9])([F:8])[F:1])=[N:4]2)=[N:12][CH:13]=[CH:14][CH:15]=1. The yield is 0.815. (2) The reactants are Cl.[NH2:2][C@H:3]1[CH2:10][CH2:9][CH2:8][NH:7][C:5](=[O:6])[CH2:4]1.C([O-])([O-])=O.[Na+].[Na+].[C:17](Cl)(=[O:28])[CH2:18][CH2:19][CH2:20][CH2:21][CH2:22][CH2:23][CH2:24][CH2:25][CH2:26][CH3:27]. The catalyst is O.ClCCl. The product is [C:17]([NH:2][C@H:3]1[CH2:10][CH2:9][CH2:8][NH:7][C:5](=[O:6])[CH2:4]1)(=[O:28])[CH2:18][CH2:19][CH2:20][CH2:21][CH2:22][CH2:23][CH2:24][CH2:25][CH2:26][CH3:27]. The yield is 0.670. (3) The product is [C:1]([O:5][C:6]([N:8]1[CH2:9][CH:10]=[C:11]([C:14]2[CH:19]=[C:18]([F:20])[C:17]([OH:21])=[CH:16][C:15]=2[OH:29])[CH2:12][CH2:13]1)=[O:7])([CH3:4])([CH3:2])[CH3:3]. The yield is 1.00. The reactants are [C:1]([O:5][C:6]([N:8]1[CH2:13][CH2:12][CH:11]([C:14]2[CH:19]=[C:18]([F:20])[C:17]([O:21]CC3C=CC=CC=3)=[CH:16][C:15]=2[O:29]CC2C=CC=CC=2)[CH2:10][CH2:9]1)=[O:7])([CH3:4])([CH3:3])[CH3:2].CO. The catalyst is C(OCC)(=O)C.[Pd]. (4) The reactants are [O:1]1[CH:5]=[CH:4][CH:3]=[C:2]1[C:6]1[N:7]=[C:8]([NH:17][C:18]([C:20]2[CH:25]=[CH:24][N:23]=[CH:22][CH:21]=2)=[O:19])[S:9][C:10]=1[C:11](=[O:16])N(OC)C.[CH2:26]([Mg]Br)[CH3:27].[Cl-].[NH4+]. The catalyst is C1COCC1. The product is [O:1]1[CH:5]=[CH:4][CH:3]=[C:2]1[C:6]1[N:7]=[C:8]([NH:17][C:18]([C:20]2[CH:21]=[CH:22][N:23]=[CH:24][CH:25]=2)=[O:19])[S:9][C:10]=1[C:11](=[O:16])[CH2:26][CH3:27]. The yield is 0.150. (5) The reactants are [Cl-].O[NH3+:3].[C:4](=[O:7])([O-])[OH:5].[Na+].CS(C)=O.[CH2:13]([C:17]1[N:21]([CH2:22][C:23]2[CH:28]=[CH:27][C:26]([C:29]3[C:30]([C:35]#[N:36])=[CH:31][CH:32]=[CH:33][CH:34]=3)=[CH:25][CH:24]=2)[C:20](=[O:37])[N:19]([C:38]2[CH:43]=[CH:42][CH:41]=[CH:40][CH:39]=2)[N:18]=1)[CH2:14][CH2:15][CH3:16]. The catalyst is C(OCC)(=O)C. The product is [CH2:13]([C:17]1[N:21]([CH2:22][C:23]2[CH:28]=[CH:27][C:26]([C:29]3[CH:34]=[CH:33][CH:32]=[CH:31][C:30]=3[C:35]3[NH:3][C:4](=[O:7])[O:5][N:36]=3)=[CH:25][CH:24]=2)[C:20](=[O:37])[N:19]([C:38]2[CH:43]=[CH:42][CH:41]=[CH:40][CH:39]=2)[N:18]=1)[CH2:14][CH2:15][CH3:16]. The yield is 0.340. (6) The reactants are [CH3:1][O:2][CH2:3][C@H:4]([CH3:38])[O:5][C:6]1[CH:7]=[C:8]([C:23]2[NH:27][C:26]([C:28]([NH:30][C@H:31]([C:34]([O:36][CH3:37])=[O:35])[CH2:32][OH:33])=O)=[CH:25][CH:24]=2)[CH:9]=[C:10]([O:12][C:13]2[CH:14]=[N:15][C:16]([S:19]([CH3:22])(=[O:21])=[O:20])=[CH:17][CH:18]=2)[CH:11]=1.COCCN(S(F)(F)F)CCOC.C(=O)([O-])[O-].[K+].[K+].C(=O)([O-])O.[Na+]. The catalyst is C(Cl)Cl. The product is [CH3:1][O:2][CH2:3][C@H:4]([CH3:38])[O:5][C:6]1[CH:7]=[C:8]([C:23]2[NH:27][C:26]([C:28]3[O:33][CH2:32][C@@H:31]([C:34]([O:36][CH3:37])=[O:35])[N:30]=3)=[CH:25][CH:24]=2)[CH:9]=[C:10]([O:12][C:13]2[CH:14]=[N:15][C:16]([S:19]([CH3:22])(=[O:21])=[O:20])=[CH:17][CH:18]=2)[CH:11]=1. The yield is 0.930.